Dataset: Forward reaction prediction with 1.9M reactions from USPTO patents (1976-2016). Task: Predict the product of the given reaction. (1) Given the reactants Br[C:2]1[CH:7]=[CH:6][N:5]([CH:8]([CH3:16])[C:9]([O:11][C:12]([CH3:15])([CH3:14])[CH3:13])=[O:10])[C:4](=[O:17])[CH:3]=1.[Cl:18][C:19]1[CH:24]=[CH:23][C:22]([Cl:25])=[CH:21][C:20]=1B(O)O, predict the reaction product. The product is: [Cl:18][C:19]1[CH:24]=[CH:23][C:22]([Cl:25])=[CH:21][C:20]=1[C:2]1[CH:7]=[CH:6][N:5]([CH:8]([CH3:16])[C:9]([O:11][C:12]([CH3:15])([CH3:14])[CH3:13])=[O:10])[C:4](=[O:17])[CH:3]=1. (2) The product is: [CH2:3]([O:7][C:9]1[N:14]=[CH:13][N:12]=[C:11]([N:15]2[CH2:21][CH2:20][CH:19]([CH3:22])[CH2:18][CH2:17][CH:16]2[CH3:23])[CH:10]=1)[C:4]#[C:5][CH3:6]. Given the reactants [H-].[Na+].[CH2:3]([OH:7])[C:4]#[C:5][CH3:6].Cl[C:9]1[N:14]=[CH:13][N:12]=[C:11]([N:15]2[CH2:21][CH2:20][CH:19]([CH3:22])[CH2:18][CH2:17][CH:16]2[CH3:23])[CH:10]=1.[Cl-].[NH4+], predict the reaction product.